From a dataset of Forward reaction prediction with 1.9M reactions from USPTO patents (1976-2016). Predict the product of the given reaction. (1) Given the reactants [C:1]([CH2:3][CH:4]([N:25]1[CH:29]=[C:28]([C:30]2[C:31]3[CH:38]=[CH:37][N:36](COCC[Si](C)(C)C)[C:32]=3[N:33]=[CH:34][N:35]=2)[CH:27]=[N:26]1)[CH2:5][N:6]1[CH2:11][CH2:10][N:9]([C:12]([C:14]2[CH:21]=[CH:20][C:17]([C:18]#[N:19])=[CH:16][C:15]=2[F:22])=[O:13])[CH2:8][CH:7]1[CH2:23]O)#[N:2].COCCN(CCOC)S(F)(F)[F:53].C(O)C.C(O)(C(F)(F)F)=O, predict the reaction product. The product is: [C:1]([CH2:3][CH:4]([N:25]1[CH:29]=[C:28]([C:30]2[C:31]3[CH:38]=[CH:37][NH:36][C:32]=3[N:33]=[CH:34][N:35]=2)[CH:27]=[N:26]1)[CH2:5][N:6]1[CH2:11][CH2:10][N:9]([C:12]([C:14]2[CH:21]=[CH:20][C:17]([C:18]#[N:19])=[CH:16][C:15]=2[F:22])=[O:13])[CH2:8][CH:7]1[CH2:23][F:53])#[N:2]. (2) Given the reactants Cl[CH2:2][CH2:3][CH2:4][S:5]([O:8][CH2:9][C:10]([CH3:25])([CH3:24])[C@@H:11]([O:16][CH2:17][C:18]1[CH:23]=[CH:22][CH:21]=[CH:20][CH:19]=1)[C:12]([O:14][CH3:15])=[O:13])(=[O:7])=[O:6].[N-:26]=[N+:27]=[N-:28].[Na+], predict the reaction product. The product is: [N:26]([CH2:2][CH2:3][CH2:4][S:5]([O:8][CH2:9][C:10]([CH3:25])([CH3:24])[C@@H:11]([O:16][CH2:17][C:18]1[CH:23]=[CH:22][CH:21]=[CH:20][CH:19]=1)[C:12]([O:14][CH3:15])=[O:13])(=[O:7])=[O:6])=[N+:27]=[N-:28].